Task: Predict the product of the given reaction.. Dataset: Forward reaction prediction with 1.9M reactions from USPTO patents (1976-2016) (1) Given the reactants [Br:1][C:2]1[CH:7]=[C:6]([N+:8]([O-:10])=[O:9])[C:5](F)=[CH:4][N+:3]=1[O-:12].[CH:13]1([NH2:16])[CH2:15][CH2:14]1, predict the reaction product. The product is: [Br:1][C:2]1[CH:7]=[C:6]([N+:8]([O-:10])=[O:9])[C:5]([NH:16][CH:13]2[CH2:15][CH2:14]2)=[CH:4][N+:3]=1[O-:12]. (2) Given the reactants [H-].[Na+].[Cl:3][C:4]1[CH:9]=[CH:8][C:7]([O:10][C:11]2[CH:18]=[CH:17][C:14]([CH:15]=O)=[CH:13][CH:12]=2)=[CH:6][C:5]=1[C:19]([F:22])([F:21])[F:20].[CH2:23]1COCC1, predict the reaction product. The product is: [Cl:3][C:4]1[CH:9]=[CH:8][C:7]([O:10][C:11]2[CH:18]=[CH:17][C:14]([CH:15]=[CH2:23])=[CH:13][CH:12]=2)=[CH:6][C:5]=1[C:19]([F:22])([F:21])[F:20]. (3) The product is: [CH3:1][O:2][C:3](=[O:18])[CH2:4][C:5]1[C:14]([I:15])=[C:13]([O:16][C:19](=[O:21])[CH3:20])[C:12]2[C:7](=[CH:8][CH:9]=[C:10]([F:17])[CH:11]=2)[CH:6]=1. Given the reactants [CH3:1][O:2][C:3](=[O:18])[CH2:4][C:5]1[C:14]([I:15])=[C:13]([OH:16])[C:12]2[C:7](=[CH:8][CH:9]=[C:10]([F:17])[CH:11]=2)[CH:6]=1.[C:19](OC(=O)C)(=[O:21])[CH3:20], predict the reaction product. (4) Given the reactants [OH:1][C:2]1[CH:3]=[C:4]([C:10]([C:12]2[CH:17]=[C:16]([O:18][CH3:19])[C:15]([O:20][CH3:21])=[CH:14][C:13]=2[CH:22]([CH2:26][CH3:27])[C:23](=O)[CH3:24])=O)[CH:5]=[CH:6][C:7]=1[O:8][CH3:9].[NH2:28][NH2:29], predict the reaction product. The product is: [OH:1][C:2]1[CH:3]=[C:4]([C:10]2[C:12]3[CH:17]=[C:16]([O:18][CH3:19])[C:15]([O:20][CH3:21])=[CH:14][C:13]=3[CH:22]([CH2:26][CH3:27])[C:23]([CH3:24])=[N:29][N:28]=2)[CH:5]=[CH:6][C:7]=1[O:8][CH3:9]. (5) Given the reactants [CH3:1][O:2][C:3](=[O:28])[NH:4][CH:5]([C:9]([N:11]1[CH2:15][CH2:14][CH2:13][CH:12]1[C:16]1[NH:17][C:18]([C:21]2[CH:26]=[CH:25][C:24](Br)=[CH:23][CH:22]=2)=[CH:19][N:20]=1)=[O:10])[CH:6]([CH3:8])[CH3:7].[Si:29]([C:33]#[CH:34])([CH3:32])([CH3:31])[CH3:30].C(N(CC)CC)C.N#N, predict the reaction product. The product is: [CH3:1][O:2][C:3](=[O:28])[NH:4][CH:5]([C:9]([N:11]1[CH2:15][CH2:14][CH2:13][CH:12]1[C:16]1[NH:17][C:18]([C:21]2[CH:26]=[CH:25][C:24]([C:34]#[C:33][Si:29]([CH3:32])([CH3:31])[CH3:30])=[CH:23][CH:22]=2)=[CH:19][N:20]=1)=[O:10])[CH:6]([CH3:8])[CH3:7]. (6) Given the reactants [Cl:1][C:2]1[CH:3]=[C:4]([C:8]2[CH:9]=[CH:10][CH:11]=[C:12]([CH:19]=2)C(N(OC)C)=O)[CH:5]=[CH:6][CH:7]=1.C[Li].[Cl-].[NH4+:23].C([O:27][CH2:28][CH3:29])(=O)C, predict the reaction product. The product is: [NH2:23][C:11]1[CH:10]=[CH:9][C:8]([C:4]2[CH:5]=[CH:6][CH:7]=[C:2]([Cl:1])[CH:3]=2)=[CH:19][C:12]=1[C:28](=[O:27])[CH3:29].